From a dataset of Catalyst prediction with 721,799 reactions and 888 catalyst types from USPTO. Predict which catalyst facilitates the given reaction. (1) Reactant: Cl[C:2]([O:4][CH2:5][C:6]1[CH:11]=[CH:10][CH:9]=[CH:8][CH:7]=1)=[O:3].[NH2:12][C:13]1[CH:14]=[C:15]2[C:19](=[CH:20][CH:21]=1)[NH:18][N:17]=[CH:16]2.N1C=CC=CC=1.O.[OH-].[Li+].CO.Cl. Product: [CH2:5]([O:4][C:2]([NH:12][C:13]1[CH:14]=[C:15]2[C:19](=[CH:20][CH:21]=1)[NH:18][N:17]=[CH:16]2)=[O:3])[C:6]1[CH:11]=[CH:10][CH:9]=[CH:8][CH:7]=1. The catalyst class is: 7. (2) Reactant: CCOC(C)=O.CCCCCC.Cl[C:14]1[N:22]=[CH:21][N:20]=[C:19]2[C:15]=1[N:16]=[C:17]([CH2:27][C:28]1[CH:33]=[C:32]([O:34][CH3:35])[CH:31]=[CH:30][C:29]=1[O:36][CH3:37])[N:18]2[CH2:23][CH2:24][CH2:25][CH3:26].[NH4+:38].[OH-]. Product: [CH3:37][O:36][C:29]1[CH:30]=[CH:31][C:32]([O:34][CH3:35])=[CH:33][C:28]=1[CH2:27][C:17]1[N:18]([CH2:23][CH2:24][CH2:25][CH3:26])[C:19]2[C:15]([N:16]=1)=[C:14]([NH2:38])[N:22]=[CH:21][N:20]=2. The catalyst class is: 12. (3) Reactant: [Cl:1][C:2]1[CH:9]=[C:6]([CH:7]=[O:8])[C:5]([OH:10])=[CH:4][CH:3]=1.[CH:11]1([CH2:17]Br)[CH2:16][CH2:15][CH2:14][CH2:13][CH2:12]1.C([O-])([O-])=O.[K+].[K+].CCOCC. Product: [Cl:1][C:2]1[CH:3]=[CH:4][C:5]([O:10][CH2:17][CH:11]2[CH2:16][CH2:15][CH2:14][CH2:13][CH2:12]2)=[C:6]([CH:9]=1)[CH:7]=[O:8]. The catalyst class is: 18. (4) Reactant: [Cl:1][C:2]1[CH:7]=[CH:6][C:5](/[CH:8]=[CH:9]/[C:10]([OH:12])=O)=[C:4]([CH2:13][N:14]2[N:18]=[N:17][C:16]([CH3:19])=[N:15]2)[CH:3]=1.CN(C(ON1N=NC2C=CC=NC1=2)=[N+](C)C)C.F[P-](F)(F)(F)(F)F.C(N(CC)CC)C.[N:51]1([C:57]2[N:62]=[CH:61][CH:60]=[CH:59][N:58]=2)[CH2:56][CH2:55][NH:54][CH2:53][CH2:52]1. Product: [Cl:1][C:2]1[CH:7]=[CH:6][C:5](/[CH:8]=[CH:9]/[C:10]([N:54]2[CH2:55][CH2:56][N:51]([C:57]3[N:58]=[CH:59][CH:60]=[CH:61][N:62]=3)[CH2:52][CH2:53]2)=[O:12])=[C:4]([CH2:13][N:14]2[N:18]=[N:17][C:16]([CH3:19])=[N:15]2)[CH:3]=1. The catalyst class is: 3. (5) Reactant: F[C:2]1[CH:7]=[CH:6][C:5]([N+:8]([O-:10])=[O:9])=[CH:4][CH:3]=1.[NH:11]1[CH2:16][CH2:15][O:14][C@@H:13]([CH2:17][OH:18])[CH2:12]1.CCN(C(C)C)C(C)C.O. Product: [N+:8]([C:5]1[CH:6]=[CH:7][C:2]([N:11]2[CH2:16][CH2:15][O:14][C@@H:13]([CH2:17][OH:18])[CH2:12]2)=[CH:3][CH:4]=1)([O-:10])=[O:9]. The catalyst class is: 16. (6) Reactant: Cl[CH2:2][CH2:3][CH2:4][O:5][C:6]1[C:7]([CH3:12])=[N:8][CH:9]=[CH:10][CH:11]=1.[CH3:13][NH2:14]. Product: [CH3:13][NH:14][CH2:2][CH2:3][CH2:4][O:5][C:6]1[C:7]([CH3:12])=[N:8][CH:9]=[CH:10][CH:11]=1. The catalyst class is: 5.